Dataset: Full USPTO retrosynthesis dataset with 1.9M reactions from patents (1976-2016). Task: Predict the reactants needed to synthesize the given product. (1) Given the product [Br:36][C:4]1[CH:3]=[CH:2][C:1]([C:7]2[NH:8][C:9]3[CH:10]=[CH:11][CH:12]=[C:13]4[C:19](=[O:20])[NH:18][CH2:17][CH2:16][C:15]=2[C:14]=34)=[CH:6][CH:5]=1, predict the reactants needed to synthesize it. The reactants are: [C:1]1([C:7]2[NH:8][C:9]3[CH:10]=[CH:11][CH:12]=[C:13]4[C:19](=[O:20])[NH:18][CH2:17][CH2:16][C:15]=2[C:14]=34)[CH:6]=[CH:5][CH:4]=[CH:3][CH:2]=1.IC1NC2C=CC=C3C(=O)NCCC=1C=23.[Br:36]C1C=CC(B(O)O)=CC=1. (2) Given the product [F:24][C:19]1[CH:18]=[C:17]([CH:22]=[CH:21][C:20]=1[F:23])[CH2:16][NH:15][C:14]([C:13]1[C:12]2[C:7](=[CH:8][C:9]([O:26][CH3:27])=[CH:10][CH:11]=2)[N:6]([CH2:28][C:29]2[CH:34]=[CH:33][CH:32]=[CH:31][N:30]=2)[C:5]=1[C:3]([OH:4])=[O:2])=[O:25], predict the reactants needed to synthesize it. The reactants are: C[O:2][C:3]([C:5]1[N:6]([CH2:28][C:29]2[CH:34]=[CH:33][CH:32]=[CH:31][N:30]=2)[C:7]2[C:12]([C:13]=1[C:14](=[O:25])[NH:15][CH2:16][C:17]1[CH:22]=[CH:21][C:20]([F:23])=[C:19]([F:24])[CH:18]=1)=[CH:11][CH:10]=[C:9]([O:26][CH3:27])[CH:8]=2)=[O:4].B(Br)(Br)Br. (3) Given the product [NH2:13][C:3]1[C:2]([CH3:1])=[CH:7][N:6]=[C:5]([NH:9][C:10](=[O:12])[CH3:11])[CH:4]=1, predict the reactants needed to synthesize it. The reactants are: [CH3:1][C:2]1[C:3]([N+:13]([O-])=O)=[CH:4][C:5]([NH:9][C:10](=[O:12])[CH3:11])=[N+:6]([O-])[CH:7]=1.[H][H]. (4) Given the product [Br:1][C:2]1[O:6][C:5]([CH:7]([OH:10])[CH:8]([OH:9])[CH2:70][CH2:68][O:69][C:42]2([C:41]([F:50])=[CH:40][CH:48]=[CH:47][CH:46]2[F:49])[C:43]([NH2:45])=[O:44])=[N:4][C:3]=1[C:22]1[CH:23]=[CH:24][C:25]([C:28]([F:30])([F:29])[F:31])=[CH:26][CH:27]=1, predict the reactants needed to synthesize it. The reactants are: [Br:1][C:2]1[O:6][C:5]([CH:7]([O:10]C2C(F)=C(C(F)=CC=2)C(N)=O)[CH2:8][OH:9])=[N:4][C:3]=1[C:22]1[CH:27]=[CH:26][C:25]([C:28]([F:31])([F:30])[F:29])=[CH:24][CH:23]=1.BrC1OC(C(C2C=NC=CC=2)O[C:40]2[C:41]([F:50])=[C:42]([C:46]([F:49])=[CH:47][CH:48]=2)[C:43]([NH2:45])=[O:44])=NC=1C1C=CC(Cl)=CC=1.BrC1[O:69][C:68]([CH:70](OC2C(F)=C(C(F)=CC=2)C(N)=O)C=C)=NC=1C1C=CC(C(F)(F)F)=CC=1.BrC1OC(C(OC2C(F)=C(C(F)=CC=2)C(N)=O)CCC=C)=NC=1C1C=CC(C(F)(F)F)=CC=1.BrC1OC(C(OC2C(F)=C(C(F)=CC=2)C(N)=O)CCC(O)CO)=NC=1C1C=CC(C(F)(F)F)=CC=1.C(Br)C=C.[In]. (5) Given the product [F:32][C:29]1[CH:30]=[CH:31][C:26]([C@:19]2([CH2:22][CH2:23][CH2:24][OH:25])[O:18][C:17](=[O:33])[N:16]([C@H:14]([C:11]3[CH:10]=[CH:9][C:8]([C:6]4[CH:5]=[CH:4][N:3]=[C:2]([OH:35])[N:7]=4)=[CH:13][CH:12]=3)[CH3:15])[CH2:21][CH2:20]2)=[CH:27][CH:28]=1, predict the reactants needed to synthesize it. The reactants are: N[C:2]1[N:7]=[C:6]([C:8]2[CH:13]=[CH:12][C:11]([C@@H:14]([N:16]3[CH2:21][CH2:20][C@@:19]([C:26]4[CH:31]=[CH:30][C:29]([F:32])=[CH:28][CH:27]=4)([CH2:22][CH2:23][CH2:24][OH:25])[O:18][C:17]3=[O:33])[CH3:15])=[CH:10][CH:9]=2)[CH:5]=[CH:4][N:3]=1.N([O-])=[O:35].[Na+]. (6) Given the product [Cl:1][C:2]1[CH:10]=[C:9]2[C:5]([C:6]([C:12]([N:57]3[CH2:58][CH2:59][CH:54]([C:49]4[CH:50]=[CH:51][CH:52]=[CH:53][C:48]=4[O:47][CH3:46])[CH2:55][CH2:56]3)=[O:14])=[C:7]([CH3:11])[NH:8]2)=[CH:4][CH:3]=1, predict the reactants needed to synthesize it. The reactants are: [Cl:1][C:2]1[CH:10]=[C:9]2[C:5]([C:6]([C:12]([OH:14])=O)=[C:7]([CH3:11])[NH:8]2)=[CH:4][CH:3]=1.C(N(CC)C(C)C)(C)C.F[B-](F)(F)F.N1(OC(N(C)C)=[N+](C)C)C2C=CC=CC=2N=N1.[CH3:46][O:47][C:48]1[CH:53]=[CH:52][CH:51]=[CH:50][C:49]=1[CH:54]1[CH2:59][CH2:58][NH:57][CH2:56][CH2:55]1. (7) Given the product [NH2:7][C:2]1[CH:3]=[CH:4][CH:5]=[CH:6][C:1]=1[NH:8][C:18]([NH:17][C:14]1[CH:13]=[CH:12][C:11]([C:10]([F:9])([F:20])[F:21])=[CH:16][CH:15]=1)=[O:19], predict the reactants needed to synthesize it. The reactants are: [C:1]1([NH2:8])[CH:6]=[CH:5][CH:4]=[CH:3][C:2]=1[NH2:7].[F:9][C:10]([F:21])([F:20])[C:11]1[CH:16]=[CH:15][C:14]([N:17]=[C:18]=[O:19])=[CH:13][CH:12]=1.